This data is from Full USPTO retrosynthesis dataset with 1.9M reactions from patents (1976-2016). The task is: Predict the reactants needed to synthesize the given product. (1) Given the product [NH2:1][C:2]1[N:3]([CH2:9][CH2:10][CH2:11][CH2:12][CH3:13])[N:4]=[CH:5][C:6]=1[C:7]#[N:8], predict the reactants needed to synthesize it. The reactants are: [NH2:1][C:2]1[C:6]([C:7]#[N:8])=[CH:5][NH:4][N:3]=1.[CH2:9](I)[CH2:10][CH2:11][CH2:12][CH3:13].C(=O)([O-])[O-].[K+].[K+]. (2) Given the product [F:18][C:12]1[CH:13]=[C:14]([F:17])[CH:15]=[CH:16][C:11]=1[C:8]1[N:6]2[CH:7]=[C:2]([C:30]3[N:26]([C:23]4[CH:24]=[CH:25][C:20]([F:19])=[CH:21][CH:22]=4)[N:27]=[CH:28][CH:29]=3)[CH:3]=[CH:4][C:5]2=[N:10][CH:9]=1, predict the reactants needed to synthesize it. The reactants are: Br[C:2]1[CH:3]=[CH:4][C:5]2[N:6]([C:8]([C:11]3[CH:16]=[CH:15][C:14]([F:17])=[CH:13][C:12]=3[F:18])=[CH:9][N:10]=2)[CH:7]=1.[F:19][C:20]1[CH:25]=[CH:24][C:23]([N:26]2[C:30](B3OC(C)(C)C(C)(C)O3)=[CH:29][CH:28]=[N:27]2)=[CH:22][CH:21]=1. (3) The reactants are: [NH:1]1[C:5]([C:6]2[CH:7]=[C:8]([CH:10]=[CH:11][CH:12]=2)[NH2:9])=[N:4][N:3]=[N:2]1.[NH2:13][C:14]1[CH:15]=[C:16]([CH:20]=[C:21]([C:23]([F:26])([F:25])[F:24])[CH:22]=1)[C:17](O)=[O:18].Cl.C(N=C=NCCCN(C)C)C.ON1C2C=CC=CC=2N=N1.CCN(C(C)C)C(C)C. Given the product [NH2:13][C:14]1[CH:15]=[C:16]([CH:20]=[C:21]([C:23]([F:24])([F:25])[F:26])[CH:22]=1)[C:17]([NH:9][C:8]1[CH:10]=[CH:11][CH:12]=[C:6]([C:5]2[NH:1][N:2]=[N:3][N:4]=2)[CH:7]=1)=[O:18], predict the reactants needed to synthesize it. (4) The reactants are: [CH2:1]([O:3][C:4]1[CH:30]=[CH:29][C:7]2[N:8]=[C:9]([C:11]3[N:16]=[CH:15][C:14]([O:17][CH2:18][C@@H:19]([NH:21][C:22](=O)[O:23]C(C)(C)C)[CH3:20])=[CH:13][CH:12]=3)[O:10][C:6]=2[CH:5]=1)[CH3:2].Cl.[C:32](OCC)(=O)C. Given the product [CH2:1]([O:3][C:4]1[CH:30]=[CH:29][C:7]2[N:8]=[C:9]([C:11]3[N:16]=[CH:15][C:14]([O:17][CH2:18][C@@H:19]([NH:21][C:22](=[O:23])[CH3:32])[CH3:20])=[CH:13][CH:12]=3)[O:10][C:6]=2[CH:5]=1)[CH3:2], predict the reactants needed to synthesize it. (5) Given the product [Cl:5][C:6]1[CH:15]=[C:14]([O:16][CH3:17])[C:13]2[CH:12]([Cl:3])[CH2:11][CH2:10][CH2:9][C:8]=2[N:7]=1, predict the reactants needed to synthesize it. The reactants are: S(Cl)([Cl:3])=O.[Cl:5][C:6]1[CH:15]=[C:14]([O:16][CH3:17])[C:13]2[CH:12](O)[CH2:11][CH2:10][CH2:9][C:8]=2[N:7]=1. (6) Given the product [Cl:1][CH2:2][C:3]1[N:20]([CH2:19][C:18]2[CH:21]=[CH:22][C:15]([O:14][CH3:13])=[CH:16][CH:17]=2)[N:25]=[N:24][N:23]=1, predict the reactants needed to synthesize it. The reactants are: [Cl:1][CH2:2][C:3](OCC)(OCC)OCC.[CH3:13][O:14][C:15]1[CH:22]=[CH:21][C:18]([CH2:19][NH2:20])=[CH:17][CH:16]=1.[N-:23]=[N+:24]=[N-:25].[Na+].C([O-])(O)=O.[Na+].CCOC(C)=O. (7) Given the product [CH:74]1[C:75]2[C:76](=[CH:51][CH:46]=[C:47]([C:41]3[C:42]4[C:33]([CH:34]=[C:35]5[C:40]=3[CH:39]=[CH:38][CH:37]=[CH:36]5)=[CH:32][CH:31]=[CH:30][CH:29]=4)[CH:48]=2)[CH:77]=[CH:78][C:73]=1[C:79]1[CH:12]=[CH:11][C:10]2[C:15](=[CH:16][CH:7]=[CH:8][CH:9]=2)[CH:14]=1, predict the reactants needed to synthesize it. The reactants are: FC(F)(F)S(O[C:7]1[CH:16]=[C:15]2[C:10]([CH:11]=[CH:12]C(C3C=CC4C(=CC=CC=4)C=3)=[CH:14]2)=[CH:9][CH:8]=1)(=O)=O.[CH:29]1[C:42]2[C:33](=[CH:34][C:35]3[C:40]([C:41]=2B(O)O)=[CH:39][CH:38]=[CH:37][CH:36]=3)[CH:32]=[CH:31][CH:30]=1.[CH:46]1(P(C2CCCCC2)C2CCCCC2)[CH2:51]CC[CH2:48][CH2:47]1.P([O-])([O-])([O-])=O.[K+].[K+].[K+].[C:73]1([CH3:79])[CH:78]=[CH:77][CH:76]=[CH:75][CH:74]=1.